This data is from Full USPTO retrosynthesis dataset with 1.9M reactions from patents (1976-2016). The task is: Predict the reactants needed to synthesize the given product. (1) Given the product [C:1]([NH:9][CH2:10][C@@H:11]([C@H:17]([OH:22])[C:18]([F:19])([F:20])[F:21])[C:12]([O:14][CH2:15][CH3:16])=[O:13])(=[O:8])[C:2]1[CH:3]=[CH:4][CH:5]=[CH:6][CH:7]=1, predict the reactants needed to synthesize it. The reactants are: [C:1]([NH:9][CH2:10][CH:11]([C:17](=[O:22])[C:18]([F:21])([F:20])[F:19])[C:12]([O:14][CH2:15][CH3:16])=[O:13])(=[O:8])[C:2]1[CH:7]=[CH:6][CH:5]=[CH:4][CH:3]=1.C(O)=O.CCN(CC)CC.O. (2) Given the product [ClH:3].[Cl:3][CH2:13][C:12]#[C:11][C:7]1[CH:6]=[N:5][CH:10]=[CH:9][CH:8]=1, predict the reactants needed to synthesize it. The reactants are: S(Cl)([Cl:3])=O.[N:5]1[CH:10]=[CH:9][CH:8]=[C:7]([C:11]#[C:12][CH2:13]O)[CH:6]=1. (3) Given the product [N:33]1([CH2:38][CH2:39][CH2:40][NH:41][C:29]([C:28]2[CH:27]=[C:26]([CH3:32])[NH:25][C:24]=2/[CH:23]=[C:16]2\[C:17](=[O:22])[NH:18][C:19]3[C:15]\2=[CH:14][C:13]([S:10]([CH2:9][C:3]2[C:2]([Cl:1])=[CH:7][CH:6]=[CH:5][C:4]=2[Cl:8])(=[O:12])=[O:11])=[CH:21][CH:20]=3)=[O:30])[CH2:37][CH2:36][CH2:35][CH2:34]1, predict the reactants needed to synthesize it. The reactants are: [Cl:1][C:2]1[CH:7]=[CH:6][CH:5]=[C:4]([Cl:8])[C:3]=1[CH2:9][S:10]([C:13]1[CH:14]=[C:15]2[C:19](=[CH:20][CH:21]=1)[NH:18][C:17](=[O:22])/[C:16]/2=[CH:23]\[C:24]1[NH:25][C:26]([CH3:32])=[CH:27][C:28]=1[C:29](O)=[O:30])(=[O:12])=[O:11].[N:33]1([CH2:38][CH2:39][CH2:40][NH2:41])[CH2:37][CH2:36][CH2:35][CH2:34]1. (4) Given the product [Cl:1][C:2]1[N:10]=[C:9]2[C:5]([N:6]([CH:12]3[CH2:13][CH2:14][CH2:15][CH2:16][O:11]3)[CH:7]=[N:8]2)=[CH:4][N:3]=1, predict the reactants needed to synthesize it. The reactants are: [Cl:1][C:2]1[N:10]=[C:9]2[C:5]([NH:6][CH:7]=[N:8]2)=[CH:4][N:3]=1.[O:11]1[CH:16]=[CH:15][CH2:14][CH2:13][CH2:12]1. (5) Given the product [O:30]1[C:3]2[CH:4]=[C:5]([N:8]3[C:15](=[S:16])[N:14]([C:17]4[CH:18]=[C:19]([C:25]([F:28])([F:27])[F:26])[C:20]([C:23]#[N:24])=[N:21][CH:22]=4)[C:13](=[O:29])[C:9]43[CH2:12][CH2:11][CH2:10]4)[CH:6]=[CH:7][C:2]=2[N:1]=[CH:31]1, predict the reactants needed to synthesize it. The reactants are: [NH2:1][C:2]1[CH:7]=[CH:6][C:5]([N:8]2[C:15](=[S:16])[N:14]([C:17]3[CH:18]=[C:19]([C:25]([F:28])([F:27])[F:26])[C:20]([C:23]#[N:24])=[N:21][CH:22]=3)[C:13](=[O:29])[C:9]32[CH2:12][CH2:11][CH2:10]3)=[CH:4][C:3]=1[OH:30].[CH2:31](OC(OCC)OCC)C. (6) Given the product [CH2:45]([C:47]1[CH:62]=[C:61]([C:63]2[N:66]=[C:37]([C:36]3[CH:40]=[CH:41][C:42]([CH:43]=[O:44])=[C:34]([CH2:32][CH3:33])[CH:35]=3)[O:39][N:64]=2)[CH:60]=[C:59]([CH3:67])[C:48]=1[O:49][CH2:50][C@@H:51]([OH:58])[CH2:52][NH:53][C:54](=[O:57])[CH2:55][OH:56])[CH3:46], predict the reactants needed to synthesize it. The reactants are: C(C1C=C(C2ON=C(C3C=C(C)C(OCC(O)CNC(=O)CO)=C(C)C=3)N=2)C=CC=1)=O.[CH2:32]([C:34]1[CH:35]=[C:36]([CH:40]=[CH:41][C:42]=1[CH:43]=[O:44])[C:37]([OH:39])=O)[CH3:33].[CH2:45]([C:47]1[CH:62]=[C:61]([C:63](=[NH:66])[NH:64]O)[CH:60]=[C:59]([CH3:67])[C:48]=1[O:49][CH2:50][C@@H:51]([OH:58])[CH2:52][NH:53][C:54](=[O:57])[CH2:55][OH:56])[CH3:46]. (7) Given the product [Cl:1][C:2]1[CH:3]=[CH:4][C:5]([C:8]2[S:12][C:11]3[C:13](=[O:15])[N:19]([CH2:21][CH2:25][C:26]4[CH:27]=[CH:28][C:29]([CH2:30][N:31]5[CH2:35][CH2:34][CH2:33][C:32]5=[O:36])=[CH:37][CH:38]=4)[CH:18]=[N:17][C:10]=3[CH:9]=2)=[CH:6][CH:7]=1, predict the reactants needed to synthesize it. The reactants are: [Cl:1][C:2]1[CH:7]=[CH:6][C:5]([C:8]2[S:12][C:11]([C:13]([O:15]C)=O)=[C:10]([N:17]=[CH:18][N:19]([CH3:21])C)[CH:9]=2)=[CH:4][CH:3]=1.Cl.NC[CH2:25][C:26]1[CH:38]=[CH:37][C:29]([CH2:30][N:31]2[CH2:35][CH2:34][CH2:33][C:32]2=[O:36])=[CH:28][CH:27]=1.C(N(CC)C(C)C)(C)C.C(O)C. (8) The reactants are: [CH2:1]([OH:23])[C@H:2]1[O:7][C@H:6]([O:8][C@:9]2([CH2:18][OH:19])[O:13][C@H:12]([CH2:14][OH:15])[C@@H:11]([OH:16])[C@@H:10]2[OH:17])[C@H:5]([OH:20])[C@@H:4]([OH:21])[C@@H:3]1[OH:22]. Given the product [CH2:1]([OH:23])[C@H:2]1[O:7][C@H:6]([O:8][C@@H:9]([C@@H:10]([OH:17])[C@H:11]([OH:16])[C:12]([CH2:14][OH:15])=[O:13])[CH2:18][OH:19])[C@H:5]([OH:20])[C@@H:4]([OH:21])[C@@H:3]1[OH:22], predict the reactants needed to synthesize it. (9) Given the product [CH:18]1([NH:17][C:15](=[O:16])[C:14]2[CH:21]=[CH:22][C:11]([C:8]3[N:6]4[CH:7]=[C:2]([C:34]#[C:33][CH2:32][CH2:31][C:30]([NH:29][CH3:28])=[O:35])[N:3]=[C:4]([NH:23][CH2:24][CH:25]([CH3:27])[CH3:26])[C:5]4=[N:10][CH:9]=3)=[CH:12][CH:13]=2)[CH2:20][CH2:19]1, predict the reactants needed to synthesize it. The reactants are: Br[C:2]1[N:3]=[C:4]([NH:23][CH2:24][CH:25]([CH3:27])[CH3:26])[C:5]2[N:6]([C:8]([C:11]3[CH:22]=[CH:21][C:14]([C:15]([NH:17][CH:18]4[CH2:20][CH2:19]4)=[O:16])=[CH:13][CH:12]=3)=[CH:9][N:10]=2)[CH:7]=1.[CH3:28][NH:29][C:30](=[O:35])[CH2:31][CH2:32][C:33]#[CH:34].[F-].C([N+](CCCC)(CCCC)CCCC)CCC.